From a dataset of Reaction yield outcomes from USPTO patents with 853,638 reactions. Predict the reaction yield, written as a fraction of the theoretical maximum amount of product (1.0 means a 100% yield; for example, 0.34 means a 34% yield). (1) The reactants are [OH:1][CH2:2][C:3]([CH2:7][OH:8])([CH2:5][OH:6])[CH3:4].[CH3:9][O:10][C:11]1[CH:12]=[C:13]2[C:18](=[CH:19][CH:20]=1)[CH:17]=[C:16]([C@H:21]([CH3:25])[C:22](O)=[O:23])[CH:15]=[CH:14]2.Cl.CN(C)CCCN=C=NCC.C(N(CC)CC)C. The catalyst is C(#N)C. The product is [CH3:9][O:10][C:11]1[CH:12]=[C:13]2[C:18](=[CH:19][CH:20]=1)[CH:17]=[C:16]([C@H:21]([CH3:25])[C:22]([O:1][CH2:2][C:3]([CH2:7][OH:8])([CH3:4])[CH2:5][OH:6])=[O:23])[CH:15]=[CH:14]2. The yield is 0.660. (2) The reactants are Br[C:2]1[CH:3]=[C:4]2[C:8](=[CH:9][CH:10]=1)[CH2:7][NH:6][CH2:5]2.[F:11][C:12]([F:23])([F:22])[C:13]1[CH:18]=[CH:17][CH:16]=[CH:15][C:14]=1B(O)O. No catalyst specified. The product is [F:11][C:12]([F:23])([F:22])[C:13]1[CH:18]=[CH:17][CH:16]=[CH:15][C:14]=1[C:2]1[CH:3]=[C:4]2[C:8](=[CH:9][CH:10]=1)[CH2:7][NH:6][CH2:5]2. The yield is 0.730. (3) The reactants are [Cl:1][C:2]1[N:7]=[C:6]([NH:8][CH2:9][CH:10]2[CH2:15][CH2:14][O:13][CH2:12][CH2:11]2)[CH:5]=[N:4][CH:3]=1.[I:16]N1C(=O)CCC1=O. The catalyst is CS(C)=O.O. The product is [Cl:1][C:2]1[N:7]=[C:6]([NH:8][CH2:9][CH:10]2[CH2:15][CH2:14][O:13][CH2:12][CH2:11]2)[CH:5]=[N:4][C:3]=1[I:16]. The yield is 0.550. (4) The reactants are [F:1][C:2]1[CH:19]=[CH:18][C:5]([CH2:6][C:7]2[O:8][C:9]3[CH:15]=[CH:14][C:13]([CH2:16]O)=[CH:12][C:10]=3[CH:11]=2)=[CH:4][CH:3]=1.C1(P(C2C=CC=CC=2)C2C=CC=CC=2)C=CC=CC=1.[C:39]1(=[O:49])[NH:43][C:42](=[O:44])[C:41]2=[CH:45][CH:46]=[CH:47][CH:48]=[C:40]12.CCOC(/N=N/C(OCC)=O)=O. The catalyst is O1CCCC1. The product is [F:1][C:2]1[CH:19]=[CH:18][C:5]([CH2:6][C:7]2[O:8][C:9]3[CH:15]=[CH:14][C:13]([CH2:16][N:43]4[C:39](=[O:49])[C:40]5[C:41](=[CH:45][CH:46]=[CH:47][CH:48]=5)[C:42]4=[O:44])=[CH:12][C:10]=3[CH:11]=2)=[CH:4][CH:3]=1. The yield is 0.650.